From a dataset of Reaction yield outcomes from USPTO patents with 853,638 reactions. Predict the reaction yield, written as a fraction of the theoretical maximum amount of product (1.0 means a 100% yield; for example, 0.34 means a 34% yield). (1) The reactants are [C:1]1([C:7]([OH:9])=[O:8])([C:4](O)=[O:5])[CH2:3][CH2:2]1.C(N(CC)CC)C.S(Cl)(Cl)=O.[CH2:21]([NH2:28])[C:22]1[CH:27]=[CH:26][CH:25]=[CH:24][CH:23]=1. The catalyst is C1COCC1.C(OCC)(=O)C. The product is [CH2:21]([NH:28][C:4]([C:1]1([C:7]([OH:9])=[O:8])[CH2:3][CH2:2]1)=[O:5])[C:22]1[CH:27]=[CH:26][CH:25]=[CH:24][CH:23]=1. The yield is 0.521. (2) The reactants are C(Cl)(=O)C(Cl)=O.CS(C)=O.[OH:11][CH2:12][CH2:13][N:14]1[CH2:19][CH2:18][N:17]([C:20]2[CH:21]=[C:22]3[C:26](=[CH:27][CH:28]=2)[N:25]([CH2:29][C:30]2[CH:35]=[CH:34][C:33]([O:36][CH3:37])=[CH:32][CH:31]=2)[C:24](=[O:38])[C:23]23[O:42][CH2:41][CH2:40][O:39]2)[CH2:16][CH2:15]1.CCN(CC)CC. The catalyst is C(Cl)Cl. The product is [CH3:37][O:36][C:33]1[CH:32]=[CH:31][C:30]([CH2:29][N:25]2[C:26]3[C:22](=[CH:21][C:20]([N:17]4[CH2:16][CH2:15][N:14]([CH2:13][CH:12]=[O:11])[CH2:19][CH2:18]4)=[CH:28][CH:27]=3)[C:23]3([O:39][CH2:40][CH2:41][O:42]3)[C:24]2=[O:38])=[CH:35][CH:34]=1. The yield is 0.990. (3) The reactants are [CH3:1][O:2][C:3](=[O:20])[C:4]1[CH:9]=[C:8]([CH:10]=[O:11])[C:7]([C:12]([F:15])([F:14])[F:13])=[CH:6][C:5]=1[NH:16]C(=O)C.C(=O)([O-])[O-].[K+].[K+].C1(C)C=CC(S([CH2:36][N+:37]#[C-:38])(=O)=O)=CC=1. The catalyst is CO. The product is [CH3:1][O:2][C:3](=[O:20])[C:4]1[CH:9]=[C:8]([C:10]2[O:11][CH:38]=[N:37][CH:36]=2)[C:7]([C:12]([F:13])([F:14])[F:15])=[CH:6][C:5]=1[NH2:16]. The yield is 0.280. (4) The reactants are [F:1][C:2]([F:29])([F:28])[C:3]1[CH:27]=[CH:26][CH:25]=[CH:24][C:4]=1[C:5]([N:7]1[CH2:11][C:10]2[CH2:12][N:13]([C:15]3[CH:23]=[CH:22][C:18]([C:19](O)=[O:20])=[CH:17][N:16]=3)[CH2:14][C:9]=2[CH2:8]1)=[O:6].[C:30]1([CH2:36][CH2:37][NH2:38])[CH:35]=[CH:34][CH:33]=[CH:32][CH:31]=1. The product is [CH2:37]([NH:38][C:19](=[O:20])[C:18]1[CH:22]=[CH:23][C:15]([N:13]2[CH2:12][C:10]3[CH2:11][N:7]([C:5](=[O:6])[C:4]4[CH:24]=[CH:25][CH:26]=[CH:27][C:3]=4[C:2]([F:29])([F:1])[F:28])[CH2:8][C:9]=3[CH2:14]2)=[N:16][CH:17]=1)[CH2:36][C:30]1[CH:35]=[CH:34][CH:33]=[CH:32][CH:31]=1. No catalyst specified. The yield is 0.450. (5) The reactants are [NH2:1][C:2]1[C:3]([CH3:28])=[N:4][C:5]([O:9][CH2:10][C:11]([N:13]([CH:15]2[CH2:20][CH2:19][N:18]([CH2:21][C:22]3[CH:27]=[CH:26][CH:25]=[CH:24][CH:23]=3)[CH2:17][CH2:16]2)[CH3:14])=[O:12])=[N:6][C:7]=1[CH3:8].[ClH:29].O1CCOCC1. The catalyst is CO. The product is [ClH:29].[NH2:1][C:2]1[C:7]([CH3:8])=[N:6][C:5]([O:9][CH2:10][C:11]([N:13]([CH:15]2[CH2:20][CH2:19][N:18]([CH2:21][C:22]3[CH:23]=[CH:24][CH:25]=[CH:26][CH:27]=3)[CH2:17][CH2:16]2)[CH3:14])=[O:12])=[N:4][C:3]=1[CH3:28]. The yield is 0.740.